From a dataset of Full USPTO retrosynthesis dataset with 1.9M reactions from patents (1976-2016). Predict the reactants needed to synthesize the given product. (1) Given the product [C:32]([C:10]1[N:9]=[C:8]([C:5]2[CH2:6][CH2:7][C:2]([CH3:37])([CH3:1])[CH2:3][CH:4]=2)[C:13]([NH:14][C:15]([C:17]2[NH:18][C:19]([C:22]#[N:23])=[CH:20][N:21]=2)=[O:16])=[CH:12][CH:11]=1)(=[O:34])[CH3:33], predict the reactants needed to synthesize it. The reactants are: [CH3:1][C:2]1([CH3:37])[CH2:7][CH2:6][C:5]([C:8]2[C:13]([NH:14][C:15]([C:17]3[N:18](COCC[Si](C)(C)C)[C:19]([C:22]#[N:23])=[CH:20][N:21]=3)=[O:16])=[CH:12][CH:11]=[C:10]([C:32]([O:34]CC)=[CH2:33])[N:9]=2)=[CH:4][CH2:3]1.CCO.C(O)(C(F)(F)F)=O. (2) Given the product [CH3:39][NH:38][C:36]([C:32]1[C:31]2[CH:40]=[CH:41][C:28]([O:27][C:21]3[C:20]4[C:25](=[CH:26][C:17]([O:16][CH2:2][CH2:3][N:4]5[CH2:9][CH2:8][O:7][CH2:6][CH2:5]5)=[CH:18][CH:19]=4)[N:24]=[CH:23][CH:22]=3)=[CH:29][C:30]=2[O:34][C:33]=1[CH3:35])=[O:37], predict the reactants needed to synthesize it. The reactants are: Cl[CH2:2][CH2:3][N:4]1[CH2:9][CH2:8][O:7][CH2:6][CH2:5]1.C([O-])([O-])=O.[Cs+].[Cs+].[OH:16][C:17]1[CH:26]=[C:25]2[C:20]([C:21]([O:27][C:28]3[CH:41]=[CH:40][C:31]4[C:32]([C:36]([NH:38][CH3:39])=[O:37])=[C:33]([CH3:35])[O:34][C:30]=4[CH:29]=3)=[CH:22][CH:23]=[N:24]2)=[CH:19][CH:18]=1. (3) Given the product [C:28]([SiH2:32][O:33][C:34]([CH3:43])([CH3:42])[C:35]1[CH:36]=[CH:37][C:38]([NH:41][C:8](=[O:10])[C:7]2[CH:11]=[C:12]([O:14][CH2:15][CH2:16][C:17]3[CH:21]=[CH:20][S:19][CH:18]=3)[CH:13]=[C:5]([O:4][CH:1]([CH3:2])[CH3:3])[CH:6]=2)=[N:39][CH:40]=1)([CH3:31])([CH3:29])[CH3:30], predict the reactants needed to synthesize it. The reactants are: [CH:1]([O:4][C:5]1[CH:6]=[C:7]([CH:11]=[C:12]([O:14][CH2:15][CH2:16][C:17]2[CH:21]=[CH:20][S:19][CH:18]=2)[CH:13]=1)[C:8]([OH:10])=O)([CH3:3])[CH3:2].C(Cl)(=O)C(Cl)=O.[C:28]([SiH2:32][O:33][C:34]([CH3:43])([CH3:42])[C:35]1[CH:36]=[CH:37][C:38]([NH2:41])=[N:39][CH:40]=1)([CH3:31])([CH3:30])[CH3:29].N1C=CC=CC=1. (4) Given the product [CH3:7][C:8]1[CH:9]=[C:10]([C:1](=[O:5])[CH:2]([CH3:4])[CH3:3])[CH:11]=[CH:12][C:13]=1[CH3:14], predict the reactants needed to synthesize it. The reactants are: [C:1](Cl)(=[O:5])[CH:2]([CH3:4])[CH3:3].[CH3:7][C:8]1[CH:9]=[CH:10][CH:11]=[CH:12][C:13]=1[CH3:14].[Cl-].[Al+3].[Cl-].[Cl-].Cl. (5) Given the product [C:12]1([C:7]([C:1]2[CH:2]=[CH:3][CH:4]=[CH:5][CH:6]=2)([CH3:11])[C:8]([NH:24][CH2:23][C:19]2[S:18][CH:22]=[CH:21][CH:20]=2)=[O:10])[CH:17]=[CH:16][CH:15]=[CH:14][CH:13]=1, predict the reactants needed to synthesize it. The reactants are: [C:1]1([C:7]([C:12]2[CH:17]=[CH:16][CH:15]=[CH:14][CH:13]=2)([CH3:11])[C:8]([OH:10])=O)[CH:6]=[CH:5][CH:4]=[CH:3][CH:2]=1.[S:18]1[CH:22]=[CH:21][CH:20]=[C:19]1[CH2:23][NH2:24].C(N(CC)CC)C.CCN=C=NCCCN(C)C.Cl. (6) Given the product [CH:1]1([NH:4][C:5]2[C:10]([F:11])=[CH:9][CH:8]=[CH:7][C:6]=2[NH:12][C:16](=[O:17])[C@@H:14]([NH:13][C:19](=[O:20])[O:21][C:22]([CH3:24])([CH3:23])[CH3:25])[CH3:15])[CH2:3][CH2:2]1, predict the reactants needed to synthesize it. The reactants are: [CH:1]1([NH:4][C:5]2[C:6]([NH2:12])=[CH:7][CH:8]=[CH:9][C:10]=2[F:11])[CH2:3][CH2:2]1.[NH:13]([C:19]([O:21][C:22]([CH3:25])([CH3:24])[CH3:23])=[O:20])[C@H:14]([C:16](O)=[O:17])[CH3:15].CCN(C(C)C)C(C)C.C1CN([P+](ON2N=NC3C2=CC=CC=3)(N2CCCC2)N2CCCC2)CC1.F[P-](F)(F)(F)(F)F.